Task: Binary Classification. Given a miRNA mature sequence and a target amino acid sequence, predict their likelihood of interaction.. Dataset: Experimentally validated miRNA-target interactions with 360,000+ pairs, plus equal number of negative samples (1) The miRNA is hsa-miR-6875-3p with sequence AUUCUUCCUGCCCUGGCUCCAU. The protein sequence of the target gene is MWLPLVLLLAVLLLAVLCKVYLGLFSGSSPNPFSEDVKRPPAPLVTDKEARKKVLKQAFSANQVPEKLDVVVIGSGFGGLAAAAILAKAGKRVLVLEQHTKAGGCCHTFGKNGLEFDTGIHYIGRMEEGSIGRFILDQITEGQLDWAPLSSPFDIMVLEGPNGRKEYPMYSGEKAYIQGLKEKFPQEEAIIDKYIKLVKVVSSGAPHAILLKFLPLPVVQLLDRCGLLTRFSPFLQASTQSLAEVLQQLGASSELQAVLSYIFPTYGVTPNHSAFSMHALLVNHYMKGGFYPRGGSSEIA.... Result: 1 (interaction). (2) The miRNA is hsa-miR-561-5p with sequence AUCAAGGAUCUUAAACUUUGCC. The protein sequence of the target gene is MSGAGVAAGTRPPSSPTPGSRRRRQRPSVGVQSLRPQSPQLRQSDPQKRNLDLEKSLQFLQQQHSEMLAKLHEEIEHLKRENKDLHYKLIMNQTSQKKDGPSGNHLSRASAPLGARWVCINGVWVEPGGPSPARLKEGSSRTHRPGGKRGRLAGGSADTVRSPADSLSMSSFQSVKSISNSGKARPQPGSFNKQDSKADVSQKADLEEEPLLHNSKLDKVPGVQGQARKEKAEASNAGAACMGNSQHQGRQMGAGAHPPMILPLPLRKPTTLRQCEVLIRELWNTNLLQTQELRHLKSLL.... Result: 0 (no interaction). (3) Result: 0 (no interaction). The miRNA is hsa-miR-6740-3p with sequence UGUCUUCUCUCCUCCCAAACAG. The protein sequence of the target gene is MSAPSLRARAAGLGLLLCAVLGRAGRSDSGGRGELGQPSGVAAERPCPTTCRCLGDLLDCSRKRLARLPEPLPSWVARLDLSHNRLSFIKASSMSHLQSLREVKLNNNELETIPNLGPVSANITLLSLAGNRIVEILPEHLKEFQSLETLDLSSNNISELQTAFPALQLKYLYLNSNRVTSMEPGYFDNLANTLLVLKLNRNRISAIPPKMFKLPQLQHLELNRNKIKNVDGLTFQGLGALKSLKMQRNGVTKLMDGAFWGLSNMEILQLDHNNLTEITKGWLYGLLMLQELHLSQNAIN.... (4) The miRNA is mmu-miR-329-3p with sequence AACACACCCAGCUAACCUUUUU. The protein sequence of the target gene is MPAESGKRFKPSKYVPVSAAAIFLVGATTLFFAFTCPGLSLNVSPAVPIYNAIMFLFVLANFSMATFMDPGIFPRAEEDEDKEDDFRAPLYKTVEIKGIQVRMKWCATCRFYRPPRCSHCSVCDNCVEEFDHHCPWVNNCIGRRNYRYFFLFLLSLTAHIMGVFGFGLLYVLYHIEELSGVRTAVTMAVMCVAGLFFIPVAGLTGFHVVLVARGRTTNEQVTGKFRGGVNPFTNGCCNNVSRVLCSSPAPRYLGRPKKEKTIVIRPPFLRPEVSDGQITVKIMDNGIQGELRRTKSKGSL.... Result: 1 (interaction). (5) The miRNA is mmu-miR-19b-3p with sequence UGUGCAAAUCCAUGCAAAACUGA. The protein sequence of the target gene is MPRIDADLKLDFKDVLLRPKRSSLKSRSEVDLERTFTFRNSKQTYSGIPIIVANMDTVGTFEMAVVMSQHAMFTAVHKHYSLDDWKCFAETHPECLQHVAVSSGSGQNDLERMSRILEAVPQVKFICLDVANGYSEHFVEFVKLVRSKFPEHTIMAGNVVTGEMVEELILSGADIIKVGVGPGSVCTTRTKTGVGYPQLSAVIECADSAHGLKGHIISDGGCTCPGDVAKAFGAGADFVMLGGMFSGHTECAGEVIERNGQKLKLFYGMSSDTAMKKHAGGVAEYRASEGKTVEVPYKGD.... Result: 1 (interaction). (6) The miRNA is hsa-miR-575 with sequence GAGCCAGUUGGACAGGAGC. The protein sequence of the target gene is MDIQMANNFTPPSATPQGNDCDLYAHHSTARIVMPLHYSLVFIIGLVGNLLALVVIVQNRKKINSTTLYSTNLVISDILFTTALPTRIAYYAMGFDWRIGDALCRITALVFYINTYAGVNFMTCLSIDRFIAVVHPLRYNKIKRIEHAKGVCIFVWILVFAQTLPLLINPMSKQEAERITCMEYPNFEETKSLPWILLGACFIGYVLPLIIILICYSQICCKLFRTAKQNPLTEKSGVNKKALNTIILIIVVFVLCFTPYHVAIIQHMIKKLRFSNFLECSQRHSFQISLHFTVCLMNFN.... Result: 0 (no interaction). (7) The miRNA is hsa-miR-3668 with sequence AAUGUAGAGAUUGAUCAAAAU. The protein sequence of the target gene is MDGLEENGSVVQVGDLLPCKICGRTFFPLALKKHGPICQKTATKKRKTFDSSRQRAEGTDIPTVKPLKPRPEPPKKPSNWRRKHEEFIATIRAAKGLDQALKEGGKLPPPPPPSYDPDYIQCPYCQRRFNENAADRHINFCKEQAARISNKGKFSTDSKGKPASRPQYKPSPLKKSNPPGIPSSGSSRLPQPSTTSKTIVGVPTGKASSVNSPLGNKPQTLSPSHRAIAAPQAGANTKARNTTPPSLARNSVAGVLTNKRKTLTENYAARPDGDYTSSVNGGNSKGIEGNSSGHLPKFCH.... Result: 0 (no interaction). (8) The miRNA is hsa-miR-127-3p with sequence UCGGAUCCGUCUGAGCUUGGCU. The protein sequence of the target gene is MNRSSNVPRKGILKSGTRSLQKVRRVHFANARNARSLLSMLKDISAQIIQRAWLSHTNKMIFRLLKHAICAAEFYVTHEILKKVAPLEAKLIKDPTMQCKIRFRFRGETFPPFIVFKIFLHTDGHGYKYFSGKNVLMPSSKAVDDACKLMGERKFHRIIMEDERIFPKSKVTDIMDVVTMQDYVQYRSFFDEAPAFSGGRNNSWRKLNLENIPRTMLMYDIVHYSESGVISNRLRNEMKFLLQRPVTQEIHKHQLRIVSEIRGPYLTVQPLYRPYKQQNQVKFLGRRSKQAQMKVEKMRK.... Result: 0 (no interaction).